Task: Predict the reactants needed to synthesize the given product.. Dataset: Full USPTO retrosynthesis dataset with 1.9M reactions from patents (1976-2016) (1) Given the product [N+:1]([C:4]1[CH:5]=[C:6]([NH:17][C:18](=[O:20])[CH3:19])[CH:7]=[CH:8][C:9]=1[S:10][C:11]1[CH:16]=[CH:15][CH:14]=[CH:13][CH:12]=1)([O-:3])=[O:2], predict the reactants needed to synthesize it. The reactants are: [N+:1]([C:4]1[CH:5]=[C:6]([NH2:17])[CH:7]=[CH:8][C:9]=1[S:10][C:11]1[CH:16]=[CH:15][CH:14]=[CH:13][CH:12]=1)([O-:3])=[O:2].[C:18](OC(=O)C)(=[O:20])[CH3:19]. (2) Given the product [C:35]([O:34][C:32]([N:29]1[CH2:30][CH2:31][CH:26]([N:13]2[CH2:12][CH2:11][N:10]([C:15]([O:17][CH2:18][C:19]3[CH:24]=[CH:23][CH:22]=[CH:21][CH:20]=3)=[O:16])[CH:9]([C:7]([N:1]3[CH2:6][CH2:5][O:4][CH2:3][CH2:2]3)=[O:8])[CH2:14]2)[CH2:27][CH2:28]1)=[O:33])([CH3:38])([CH3:36])[CH3:37], predict the reactants needed to synthesize it. The reactants are: [N:1]1([C:7]([CH:9]2[CH2:14][NH:13][CH2:12][CH2:11][N:10]2[C:15]([O:17][CH2:18][C:19]2[CH:24]=[CH:23][CH:22]=[CH:21][CH:20]=2)=[O:16])=[O:8])[CH2:6][CH2:5][O:4][CH2:3][CH2:2]1.O=[C:26]1[CH2:31][CH2:30][N:29]([C:32]([O:34][C:35]([CH3:38])([CH3:37])[CH3:36])=[O:33])[CH2:28][CH2:27]1.C(O)(=O)C.C(O[BH-](OC(=O)C)OC(=O)C)(=O)C.[Na+]. (3) Given the product [C:11]([O:10][C:9](=[O:15])[NH:8][CH2:7][CH:6]([CH2:16][C:17]1[CH:22]=[CH:21][C:20]([O:23][CH2:24][CH2:25][O:26][C:27]2[C:32]([Cl:33])=[CH:31][C:30]([CH3:34])=[CH:29][C:28]=2[Cl:35])=[CH:19][CH:18]=1)[C:5]([N:4]([CH:1]1[CH2:2][CH2:3]1)[CH2:37][C:38]1[CH:43]=[CH:42][N+:41]([O-:49])=[CH:40][CH:39]=1)=[O:36])([CH3:14])([CH3:13])[CH3:12], predict the reactants needed to synthesize it. The reactants are: [CH:1]1([N:4]([CH2:37][C:38]2[CH:43]=[CH:42][N:41]=[CH:40][CH:39]=2)[C:5](=[O:36])[CH:6]([CH2:16][C:17]2[CH:22]=[CH:21][C:20]([O:23][CH2:24][CH2:25][O:26][C:27]3[C:32]([Cl:33])=[CH:31][C:30]([CH3:34])=[CH:29][C:28]=3[Cl:35])=[CH:19][CH:18]=2)[CH2:7][NH:8][C:9](=[O:15])[O:10][C:11]([CH3:14])([CH3:13])[CH3:12])[CH2:3][CH2:2]1.ClC1C=C(C=CC=1)C(OO)=[O:49].